Dataset: Forward reaction prediction with 1.9M reactions from USPTO patents (1976-2016). Task: Predict the product of the given reaction. Given the reactants [CH3:1][C:2]1[C:7]([CH3:8])=[CH:6][CH:5]=[CH:4][C:3]=1[N:9]1[C:17](=[O:18])[C:16]2[C@@H:15]3[C:19]([CH3:21])([CH3:20])[C@@:12]([CH3:22])([CH2:13][CH2:14]3)[C:11]=2[NH:10]1.IC.[C:25](=O)(O)[O-].[Na+], predict the reaction product. The product is: [CH3:1][C:2]1[C:7]([CH3:8])=[CH:6][CH:5]=[CH:4][C:3]=1[N:9]1[C:17](=[O:18])[C:16]2[C@@H:15]3[C:19]([CH3:21])([CH3:20])[C@@:12]([CH3:22])([CH2:13][CH2:14]3)[C:11]=2[N:10]1[CH3:25].